Dataset: Catalyst prediction with 721,799 reactions and 888 catalyst types from USPTO. Task: Predict which catalyst facilitates the given reaction. Reactant: Br[C:2]1[CH:7]=[CH:6][C:5]([C:8]2([C:11]([N:13]3[CH2:17][CH2:16][C@@:15]4([C:21]5[CH:22]=[CH:23][CH:24]=[CH:25][C:20]=5[C:19](=[O:26])[O:18]4)[CH2:14]3)=[O:12])[CH2:10][CH2:9]2)=[C:4]([F:27])[CH:3]=1.O1CCCC1.C(P(C(C)(C)C)C(C)(C)C)(C)(C)C.C([Sn](CCCC)(CCCC)[C:51]1[CH:56]=[CH:55][N:54]=[CH:53][CH:52]=1)CCC. Product: [F:27][C:4]1[CH:3]=[C:2]([C:51]2[CH:56]=[CH:55][N:54]=[CH:53][CH:52]=2)[CH:7]=[CH:6][C:5]=1[C:8]1([C:11]([N:13]2[CH2:17][CH2:16][C@@:15]3([C:21]4[CH:22]=[CH:23][CH:24]=[CH:25][C:20]=4[C:19](=[O:26])[O:18]3)[CH2:14]2)=[O:12])[CH2:10][CH2:9]1. The catalyst class is: 110.